Dataset: Catalyst prediction with 721,799 reactions and 888 catalyst types from USPTO. Task: Predict which catalyst facilitates the given reaction. (1) Reactant: [Cl:1][C:2]1[C:3]([F:9])=[C:4]([CH:6]=[CH:7][CH:8]=1)[NH2:5].[CH:10](=O)/[CH:11]=[CH:12]/[C:13]1[CH:18]=[CH:17][CH:16]=[CH:15][CH:14]=1.Cl.[OH-].[Na+]. Product: [Cl:1][C:2]1[C:3]([F:9])=[C:4]2[C:6]([CH:10]=[CH:11][C:12]([C:13]3[CH:18]=[CH:17][CH:16]=[CH:15][CH:14]=3)=[N:5]2)=[CH:7][CH:8]=1. The catalyst class is: 11. (2) Reactant: Br[C:2]1[C:3]([CH3:21])=[N:4][N:5]([CH2:14][CH:15]2[CH2:20][CH2:19][O:18][CH2:17][CH2:16]2)[C:6]=1[C:7]1[CH:12]=[CH:11][C:10]([F:13])=[CH:9][CH:8]=1.CC1(C)C(C)(C)OB([C:30]2[CH:31]=[CH:32][C:33]3[O:38][CH2:37][C:36](=[O:39])[NH:35][C:34]=3[CH:40]=2)O1.C(=O)([O-])[O-].[Cs+].[Cs+]. Product: [F:13][C:10]1[CH:11]=[CH:12][C:7]([C:6]2[N:5]([CH2:14][CH:15]3[CH2:20][CH2:19][O:18][CH2:17][CH2:16]3)[N:4]=[C:3]([CH3:21])[C:2]=2[C:30]2[CH:31]=[CH:32][C:33]3[O:38][CH2:37][C:36](=[O:39])[NH:35][C:34]=3[CH:40]=2)=[CH:8][CH:9]=1. The catalyst class is: 12.